This data is from Peptide-MHC class I binding affinity with 185,985 pairs from IEDB/IMGT. The task is: Regression. Given a peptide amino acid sequence and an MHC pseudo amino acid sequence, predict their binding affinity value. This is MHC class I binding data. (1) The peptide sequence is SVDIETAIR. The MHC is HLA-A11:01 with pseudo-sequence HLA-A11:01. The binding affinity (normalized) is 0.633. (2) The peptide sequence is FDKDKELTM. The MHC is Mamu-A11 with pseudo-sequence Mamu-A11. The binding affinity (normalized) is 0. (3) The peptide sequence is LIVAALVFL. The MHC is HLA-A68:02 with pseudo-sequence HLA-A68:02. The binding affinity (normalized) is 0.472. (4) The peptide sequence is GLALYYPSAR. The MHC is HLA-A68:01 with pseudo-sequence HLA-A68:01. The binding affinity (normalized) is 0.584. (5) The peptide sequence is SIKFKRKLM. The MHC is HLA-B18:01 with pseudo-sequence HLA-B18:01. The binding affinity (normalized) is 0.0847. (6) The peptide sequence is DTSPTKRCRL. The MHC is HLA-A68:02 with pseudo-sequence HLA-A68:02. The binding affinity (normalized) is 0.298. (7) The peptide sequence is WQGPSAAAY. The MHC is HLA-A69:01 with pseudo-sequence HLA-A69:01. The binding affinity (normalized) is 0.0847.